This data is from Full USPTO retrosynthesis dataset with 1.9M reactions from patents (1976-2016). The task is: Predict the reactants needed to synthesize the given product. (1) Given the product [Cl:1][C:2]1[CH:3]=[C:4]([C:17]2[C@@:21]3([CH3:42])[CH2:22][CH2:23][C@H:24]4[C@H:33]([C@@H:20]3[CH2:19][CH:18]=2)[CH2:32][CH:31]=[C:30]2[C@:25]4([CH3:41])[CH2:26][CH2:27][C:28](=[O:40])[N:29]2[CH2:34][C:35]([N:37]([CH3:38])[CH3:39])=[O:36])[CH:5]=[N:6][CH:7]=1, predict the reactants needed to synthesize it. The reactants are: [Cl:1][C:2]1[CH:3]=[C:4](B(O)O)[CH:5]=[N:6][CH:7]=1.FC(F)(F)S(O[C:17]1[C@@:21]2([CH3:42])[CH2:22][CH2:23][C@H:24]3[C@H:33]([C@@H:20]2[CH2:19][CH:18]=1)[CH2:32][CH:31]=[C:30]1[C@:25]3([CH3:41])[CH2:26][CH2:27][C:28](=[O:40])[N:29]1[CH2:34][C:35]([N:37]([CH3:39])[CH3:38])=[O:36])(=O)=O.O. (2) Given the product [CH3:20][Si:21]([C:24]#[C:25][C:17]1[CH:18]=[C:19]2[C:14]([CH:13]=[C:12](/[CH:13]=[CH:12]/[C:10]([O:9][CH2:19][CH3:18])=[O:11])[C:10](=[O:11])[O:9]2)=[CH:15][CH:16]=1)([CH3:23])[CH3:22], predict the reactants needed to synthesize it. The reactants are: OS(C(F)(F)F)(=O)=O.[O:9]1[C:19]2[C:14](=[CH:15][CH:16]=[CH:17][CH:18]=2)[CH:13]=[CH:12][C:10]1=[O:11].[CH3:20][Si:21]([C:24]#[CH:25])([CH3:23])[CH3:22]. (3) Given the product [C:1](/[C:3](=[CH:7]\[C:8]1[CH:13]=[CH:12][CH:11]=[C:10]([NH:14][C:15]2[C:23]3[C:18](=[N:19][CH:20]=[CH:21][C:22]=3[O:24][C:25]3[CH:30]=[CH:29][C:28]([O:31][C:32]4[CH:33]=[CH:34][CH:35]=[CH:36][CH:37]=4)=[CH:27][CH:26]=3)[N:17]([CH2:38][C:39]3[CH:40]=[CH:41][C:42]([O:45][CH3:46])=[CH:43][CH:44]=3)[N:16]=2)[CH:9]=1)/[C:4]([NH:53][CH3:54])=[O:6])#[N:2], predict the reactants needed to synthesize it. The reactants are: [C:1](/[C:3](=[CH:7]\[C:8]1[CH:13]=[CH:12][CH:11]=[C:10]([NH:14][C:15]2[C:23]3[C:18](=[N:19][CH:20]=[CH:21][C:22]=3[O:24][C:25]3[CH:30]=[CH:29][C:28]([O:31][C:32]4[CH:37]=[CH:36][CH:35]=[CH:34][CH:33]=4)=[CH:27][CH:26]=3)[N:17]([CH2:38][C:39]3[CH:44]=[CH:43][C:42]([O:45][CH3:46])=[CH:41][CH:40]=3)[N:16]=2)[CH:9]=1)/[C:4]([OH:6])=O)#[N:2].C(Cl)(=O)C(Cl)=O.[NH2:53][CH3:54]. (4) The reactants are: [Cl:1][C:2]1[C:3]([F:41])=[C:4]([C@@H:8]2[C@:12]([C:15]3[CH:20]=[CH:19][C:18]([Cl:21])=[CH:17][C:16]=3[F:22])([C:13]#[N:14])[C@H:11]([CH2:23][C:24]([CH3:27])([CH3:26])[CH3:25])[NH:10][C@H:9]2[C:28]([NH:30][C:31]2[CH:40]=[CH:39][C:34]([C:35]([O:37]C)=[O:36])=[CH:33][CH:32]=2)=[O:29])[CH:5]=[CH:6][CH:7]=1.[CH:42](=O)[CH3:43].C(O[BH-](OC(=O)C)OC(=O)C)(=O)C.[Na+].CO. Given the product [Cl:1][C:2]1[C:3]([F:41])=[C:4]([C@@H:8]2[C@:12]([C:15]3[CH:20]=[CH:19][C:18]([Cl:21])=[CH:17][C:16]=3[F:22])([C:13]#[N:14])[C@H:11]([CH2:23][C:24]([CH3:27])([CH3:26])[CH3:25])[N:10]([CH2:42][CH3:43])[C@H:9]2[C:28]([NH:30][C:31]2[CH:40]=[CH:39][C:34]([C:35]([OH:37])=[O:36])=[CH:33][CH:32]=2)=[O:29])[CH:5]=[CH:6][CH:7]=1, predict the reactants needed to synthesize it. (5) Given the product [Cl:31][C:28]1[CH:29]=[CH:30][C:25]([CH:10]2[C:5]3[N:6]([CH:7]([CH3:9])[CH3:8])[C:2]([C:35]4[CH2:36][CH2:37][O:32][CH2:33][CH:34]=4)=[N:3][C:4]=3[C:12](=[O:13])[N:11]2[C:14]2[CH:15]=[C:16]([CH3:24])[C:17]3[N:21]=[N:20][N:19]([CH3:22])[C:18]=3[CH:23]=2)=[CH:26][CH:27]=1, predict the reactants needed to synthesize it. The reactants are: Br[C:2]1[N:6]([CH:7]([CH3:9])[CH3:8])[C:5]2[CH:10]([C:25]3[CH:30]=[CH:29][C:28]([Cl:31])=[CH:27][CH:26]=3)[N:11]([C:14]3[CH:15]=[C:16]([CH3:24])[C:17]4[N:21]=[N:20][N:19]([CH3:22])[C:18]=4[CH:23]=3)[C:12](=[O:13])[C:4]=2[N:3]=1.[O:32]1[CH2:37][CH:36]=[C:35](B2OC(C)(C)C(C)(C)O2)[CH2:34][CH2:33]1.C([O-])(O)=O.[Na+].